Dataset: Full USPTO retrosynthesis dataset with 1.9M reactions from patents (1976-2016). Task: Predict the reactants needed to synthesize the given product. Given the product [Cl:35][C:34]1[C:29]([C:26]2[CH:25]=[CH:24][C:23]([C:20]3([C:17]4[N:13]5[CH2:14][CH2:15][S:16][C:10]([CH2:9][OH:8])([CH3:36])[CH2:11][C:12]5=[N:19][N:18]=4)[CH2:22][CH2:21]3)=[CH:28][CH:27]=2)=[N:30][CH:31]=[CH:32][CH:33]=1, predict the reactants needed to synthesize it. The reactants are: [Si]([O:8][CH2:9][C:10]1([CH3:36])[S:16][CH2:15][CH2:14][N:13]2[C:17]([C:20]3([C:23]4[CH:28]=[CH:27][C:26]([C:29]5[C:34]([Cl:35])=[CH:33][CH:32]=[CH:31][N:30]=5)=[CH:25][CH:24]=4)[CH2:22][CH2:21]3)=[N:18][N:19]=[C:12]2[CH2:11]1)(C(C)(C)C)(C)C.Cl.